From a dataset of Forward reaction prediction with 1.9M reactions from USPTO patents (1976-2016). Predict the product of the given reaction. (1) Given the reactants FC(F)(F)C(O)=O.C([O:12][C:13](=[O:32])[CH2:14][N:15]1[CH2:20][CH2:19][N:18]([S:21]([C:24]2[CH:29]=[CH:28][C:27]([O:30][CH3:31])=[CH:26][CH:25]=2)(=[O:23])=[O:22])[CH2:17][CH2:16]1)(C)(C)C, predict the reaction product. The product is: [CH3:31][O:30][C:27]1[CH:28]=[CH:29][C:24]([S:21]([N:18]2[CH2:17][CH2:16][N:15]([CH2:14][C:13]([OH:32])=[O:12])[CH2:20][CH2:19]2)(=[O:23])=[O:22])=[CH:25][CH:26]=1. (2) Given the reactants C([O:3][C:4]([C:6]1[N:7]([CH3:15])[N:8]=[C:9]([C:11]([CH3:14])([CH3:13])[CH3:12])[CH:10]=1)=[O:5])C.O.[OH-].[Na+], predict the reaction product. The product is: [C:11]([C:9]1[CH:10]=[C:6]([C:4]([OH:5])=[O:3])[N:7]([CH3:15])[N:8]=1)([CH3:14])([CH3:12])[CH3:13].